From a dataset of Full USPTO retrosynthesis dataset with 1.9M reactions from patents (1976-2016). Predict the reactants needed to synthesize the given product. (1) The reactants are: [NH:1]1[CH2:6][CH2:5][C:4]2([C:14]3[C:9](=[CH:10][CH:11]=[CH:12][CH:13]=3)[C:8](=[O:15])[O:7]2)[CH2:3][CH2:2]1.[CH2:16]([O:18][C:19]([C@H:21]1[CH2:26][CH2:25][C@H:24]([CH2:27][NH2:28])[CH2:23][CH2:22]1)=[O:20])[CH3:17].C[CH2:30][O:31]C(C)=O. Given the product [CH2:16]([O:18][C:19]([C@H:21]1[CH2:26][CH2:25][C@H:24]([CH2:27][NH:28][C:30]([N:1]2[CH2:6][CH2:5][C:4]3([C:14]4[C:9](=[CH:10][CH:11]=[CH:12][CH:13]=4)[C:8](=[O:15])[O:7]3)[CH2:3][CH2:2]2)=[O:31])[CH2:23][CH2:22]1)=[O:20])[CH3:17], predict the reactants needed to synthesize it. (2) The reactants are: IC1C=CC([C:8]2[CH:13]=[CH:12][CH:11]=[CH:10][C:9]=2[N:14](C(=O)C)[C:15]2[CH:20]=[CH:19][CH:18]=[CH:17][CH:16]=2)=CC=1.[CH3:24][C:25]([C:28]1[CH:33]=[CH:32][C:31]([NH:34][C:35]2[CH:40]=[CH:39][CH:38]=[CH:37][CH:36]=2)=[CH:30][CH:29]=1)([CH3:27])[CH3:26].C(=O)([O-])[O-].[K+].[K+].[CH3:53][CH2:54][CH2:55][CH2:56][CH2:57][CH2:58][CH2:53][CH2:54][CH2:55][CH2:56][CH2:57][CH3:58].[OH-].[K+]. Given the product [C:25]([C:28]1[CH:33]=[CH:32][C:31]([N:34]([C:53]2[CH:54]=[CH:55][CH:56]=[CH:57][CH:58]=2)[C:35]2[CH:40]=[CH:39][C:38]([C:18]3[CH:19]=[CH:20][C:15]([NH:14][C:9]4[CH:10]=[CH:11][CH:12]=[CH:13][CH:8]=4)=[CH:16][CH:17]=3)=[CH:37][CH:36]=2)=[CH:30][CH:29]=1)([CH3:24])([CH3:26])[CH3:27], predict the reactants needed to synthesize it. (3) Given the product [N+:1]([C:4]1[CH:9]=[CH:8][N:7]=[C:6]([CH2:11][O:15][C:12](=[O:14])[CH3:13])[CH:5]=1)([O-:3])=[O:2], predict the reactants needed to synthesize it. The reactants are: [N+:1]([C:4]1[CH:9]=[CH:8][N+:7]([O-])=[C:6]([CH3:11])[CH:5]=1)([O-:3])=[O:2].[C:12]([O:15]C(=O)C)(=[O:14])[CH3:13]. (4) Given the product [Cl:22][C:23]1[CH:24]=[C:25]([CH:29]=[C:30]([CH3:32])[N:31]=1)[C:26]([NH:7][NH2:8])=[O:27], predict the reactants needed to synthesize it. The reactants are: C1C=CC2N(O)[N:8]=[N:7]C=2C=1.CCN=C=NCCCN(C)C.[Cl:22][C:23]1[CH:24]=[C:25]([CH:29]=[C:30]([CH3:32])[N:31]=1)[C:26](O)=[O:27].O.NN.C1CCCCC=1.